From a dataset of Full USPTO retrosynthesis dataset with 1.9M reactions from patents (1976-2016). Predict the reactants needed to synthesize the given product. (1) Given the product [Cl:14][C:12]1[CH:11]=[CH:10][C:9]([O:15][CH2:16][C:17]([N:19]2[CH2:24][C@H:23]([CH3:25])[N:22]([CH2:26][C:27]3[CH:28]=[CH:29][C:30]([F:33])=[CH:31][CH:32]=3)[CH2:21][C@H:20]2[CH3:34])=[O:18])=[C:8]([CH:13]=1)[CH2:7][NH:6][CH2:5][CH2:4][C:3]([OH:35])=[O:2], predict the reactants needed to synthesize it. The reactants are: C[O:2][C:3](=[O:35])[CH2:4][CH2:5][NH:6][CH2:7][C:8]1[CH:13]=[C:12]([Cl:14])[CH:11]=[CH:10][C:9]=1[O:15][CH2:16][C:17]([N:19]1[CH2:24][C@H:23]([CH3:25])[N:22]([CH2:26][C:27]2[CH:32]=[CH:31][C:30]([F:33])=[CH:29][CH:28]=2)[CH2:21][C@H:20]1[CH3:34])=[O:18].O.[OH-].[Li+]. (2) Given the product [NH2:29][C:28]1[CH:27]=[CH:26][C:23]([C:24]#[N:25])=[CH:22][C:21]=1[NH:20][C:3](=[O:5])[C@H:2]([OH:1])[C@H:6]1[O:11][CH2:10][CH2:9][N:8]([C:12]2[CH:17]=[CH:16][C:15]([CH3:18])=[CH:14][CH:13]=2)[C:7]1=[O:19], predict the reactants needed to synthesize it. The reactants are: [OH:1][C@H:2]([C@H:6]1[O:11][CH2:10][CH2:9][N:8]([C:12]2[CH:17]=[CH:16][C:15]([CH3:18])=[CH:14][CH:13]=2)[C:7]1=[O:19])[C:3]([OH:5])=O.[NH2:20][C:21]1[CH:22]=[C:23]([CH:26]=[CH:27][C:28]=1[NH2:29])[C:24]#[N:25].CN(C(ON1N=NC2C=CC=NC1=2)=[N+](C)C)C.F[P-](F)(F)(F)(F)F.C(N(C(C)C)C(C)C)C. (3) The reactants are: [C:1]1([C:7]2[O:8][C:9]([C:15]([F:18])([F:17])[F:16])=[C:10]([C:12]([OH:14])=O)[N:11]=2)[CH:6]=[CH:5][CH:4]=[CH:3][CH:2]=1.[CH:19]([N:22]1[C:30]2[C:25](=[CH:26][C:27]([N+:31]([O-])=O)=[CH:28][CH:29]=2)[C:24]([NH2:34])=[N:23]1)([CH3:21])[CH3:20].NC1C2C(=CC=C(NC(C3N=C(C4C=CC=CC=4)OC=3C(F)(F)F)=O)C=2)N(CCC)N=1. Given the product [NH2:34][C:24]1[C:25]2[C:30](=[CH:29][CH:28]=[C:27]([NH:31][C:12]([C:10]3[N:11]=[C:7]([C:1]4[CH:2]=[CH:3][CH:4]=[CH:5][CH:6]=4)[O:8][C:9]=3[C:15]([F:18])([F:17])[F:16])=[O:14])[CH:26]=2)[N:22]([CH:19]([CH3:21])[CH3:20])[N:23]=1, predict the reactants needed to synthesize it. (4) Given the product [I:23][C:22]1[CH:21]=[CH:20][N:19]=[C:18]([O:24][CH3:25])[C:17]=1[C:13]1[NH:14][C:15]2[C:11]([CH:12]=1)=[CH:10][C:9]([O:26][CH3:27])=[C:8]([NH2:7])[CH:16]=2, predict the reactants needed to synthesize it. The reactants are: C(OC(=O)[NH:7][C:8]1[CH:16]=[C:15]2[C:11]([CH:12]=[C:13]([C:17]3[C:18]([O:24][CH3:25])=[N:19][CH:20]=[CH:21][C:22]=3[I:23])[NH:14]2)=[CH:10][C:9]=1[O:26][CH3:27])(C)(C)C.FC(F)(F)C(O)=O. (5) Given the product [Cl:8][C:9]1[CH:10]=[C:11]([C:12]([OH:13])=[CH:1][C:2]2[CH:7]=[CH:6][N:5]=[CH:4][N:3]=2)[CH:17]=[CH:18][CH:19]=1, predict the reactants needed to synthesize it. The reactants are: [CH3:1][C:2]1[CH:7]=[CH:6][N:5]=[CH:4][N:3]=1.[Cl:8][C:9]1[CH:10]=[C:11]([CH:17]=[CH:18][CH:19]=1)[C:12](OCC)=[O:13].C[Si]([N-][Si](C)(C)C)(C)C.[Li+]. (6) Given the product [Cl:1][C:2]1[N:3]=[C:4]([NH:20][CH2:19][CH:16]2[CH2:17][CH2:18][O:13][CH2:14][CH2:15]2)[CH:5]=[CH:6][C:7]=1[C:8]([F:11])([F:10])[F:9], predict the reactants needed to synthesize it. The reactants are: [Cl:1][C:2]1[C:7]([C:8]([F:11])([F:10])[F:9])=[CH:6][CH:5]=[C:4](Cl)[N:3]=1.[O:13]1[CH2:18][CH2:17][CH:16]([CH2:19][NH2:20])[CH2:15][CH2:14]1.C(N(CC)CC)C. (7) Given the product [Si:15]([O:14][C@H:8]([C:5]1[CH:6]=[CH:7][C:2]([N:34]2[C:35](=[O:38])[CH2:36][CH2:37][C@@H:33]2[C:31]([O:30][CH2:28][CH3:29])=[O:32])=[CH:3][CH:4]=1)[CH2:9][CH2:10][CH2:11][CH2:12][CH3:13])([C:18]([CH3:21])([CH3:20])[CH3:19])([CH3:17])[CH3:16], predict the reactants needed to synthesize it. The reactants are: Br[C:2]1[CH:7]=[CH:6][C:5]([C@@H:8]([O:14][Si:15]([C:18]([CH3:21])([CH3:20])[CH3:19])([CH3:17])[CH3:16])[CH2:9][CH2:10][CH2:11][CH2:12][CH3:13])=[CH:4][CH:3]=1.C(=O)([O-])[O-].[K+].[K+].[CH2:28]([O:30][C:31]([C@H:33]1[CH2:37][CH2:36][C:35](=[O:38])[NH:34]1)=[O:32])[CH3:29]. (8) The reactants are: C(#N)C.[F:4][C:5]1[CH:6]=[C:7]([N+:12]([O-:14])=[O:13])[CH:8]=[CH:9][C:10]=1F.[CH2:15]([N:17]1[CH2:22][CH2:21][NH:20][CH2:19][CH2:18]1)[CH3:16].C(Cl)Cl. Given the product [CH2:15]([N:17]1[CH2:22][CH2:21][N:20]([C:10]2[CH:9]=[CH:8][C:7]([N+:12]([O-:14])=[O:13])=[CH:6][C:5]=2[F:4])[CH2:19][CH2:18]1)[CH3:16], predict the reactants needed to synthesize it. (9) Given the product [C:1]([O:5][C:6]([N:8]1[CH2:12][CH2:11][CH2:10][CH:9]1[C:13](=[O:29])[NH:14][C:15]1[CH:16]=[CH:17][C:18]([C:21]2[CH:22]=[CH:23][CH:24]=[CH:25][C:26]=2[S:32]([CH3:36])(=[O:34])=[O:31])=[CH:19][CH:20]=1)=[O:7])([CH3:4])([CH3:2])[CH3:3], predict the reactants needed to synthesize it. The reactants are: [C:1]([O:5][C:6]([N:8]1[CH2:12][CH2:11][CH2:10][CH:9]1[C:13](=[O:29])[NH:14][C:15]1[CH:20]=[CH:19][C:18]([C:21]2[CH:26]=[CH:25][CH:24]=[CH:23][C:22]=2SC)=[CH:17][CH:16]=1)=[O:7])([CH3:4])([CH3:3])[CH3:2].O[O:31][S:32]([O-:34])=O.[K+].[C:36](#N)C. (10) Given the product [N:1]1([C:6]2[N:7]=[CH:8][C:9]([NH2:12])=[CH:10][CH:11]=2)[CH:5]=[CH:4][N:3]=[CH:2]1, predict the reactants needed to synthesize it. The reactants are: [N:1]1([C:6]2[CH:11]=[CH:10][C:9]([N+:12]([O-])=O)=[CH:8][N:7]=2)[CH:5]=[CH:4][N:3]=[CH:2]1.Cl.[H][H].